From a dataset of Reaction yield outcomes from USPTO patents with 853,638 reactions. Predict the reaction yield, written as a fraction of the theoretical maximum amount of product (1.0 means a 100% yield; for example, 0.34 means a 34% yield). The reactants are Cl.[Br:2][C:3]1[CH:11]=[C:10]2[C:6]([CH:7]=[C:8]([C:12]([OH:14])=O)[NH:9]2)=[CH:5][C:4]=1[O:15][CH:16]1[CH2:21][CH2:20][N:19]([CH:22]([CH3:24])[CH3:23])[CH2:18][CH2:17]1.[CH:25]1([C:28]([N:30]2[CH2:35][CH2:34][NH:33][CH2:32][CH2:31]2)=[O:29])[CH2:27][CH2:26]1. No catalyst specified. The product is [Br:2][C:3]1[CH:11]=[C:10]2[C:6]([CH:7]=[C:8]([C:12]([N:33]3[CH2:34][CH2:35][N:30]([C:28]([CH:25]4[CH2:26][CH2:27]4)=[O:29])[CH2:31][CH2:32]3)=[O:14])[NH:9]2)=[CH:5][C:4]=1[O:15][CH:16]1[CH2:17][CH2:18][N:19]([CH:22]([CH3:23])[CH3:24])[CH2:20][CH2:21]1. The yield is 0.480.